Dataset: Forward reaction prediction with 1.9M reactions from USPTO patents (1976-2016). Task: Predict the product of the given reaction. (1) Given the reactants [CH2:1]([C@H:8]1[CH2:13][N:12]([C:14]2[CH:19]=[CH:18][C:17]([O:20][CH3:21])=[C:16]([O:22][CH:23]3[CH2:27][CH2:26][CH2:25][CH2:24]3)[CH:15]=2)[CH2:11][CH2:10][N:9]1[CH2:28][C:29]([NH:31][O:32]CC1C=CC=CC=1)=[O:30])[C:2]1[CH:7]=[CH:6][CH:5]=[CH:4][CH:3]=1, predict the reaction product. The product is: [CH2:1]([C@H:8]1[CH2:13][N:12]([C:14]2[CH:19]=[CH:18][C:17]([O:20][CH3:21])=[C:16]([O:22][CH:23]3[CH2:27][CH2:26][CH2:25][CH2:24]3)[CH:15]=2)[CH2:11][CH2:10][N:9]1[CH2:28][C:29]([NH:31][OH:32])=[O:30])[C:2]1[CH:7]=[CH:6][CH:5]=[CH:4][CH:3]=1. (2) Given the reactants [Br:1][C:2]1[C:7](=[O:8])[NH:6][CH:5]=[C:4]([C:9]([OH:11])=O)[CH:3]=1.[CH3:12][N:13]1[CH2:18][CH2:17][NH:16][CH2:15][CH2:14]1, predict the reaction product. The product is: [Br:1][C:2]1[C:7](=[O:8])[NH:6][CH:5]=[C:4]([C:9]([N:16]2[CH2:17][CH2:18][N:13]([CH3:12])[CH2:14][CH2:15]2)=[O:11])[CH:3]=1.